Predict which catalyst facilitates the given reaction. From a dataset of Catalyst prediction with 721,799 reactions and 888 catalyst types from USPTO. (1) Reactant: [NH:1]1[C:5]2=[N:6][CH:7]=[CH:8][C:9]([CH2:10][NH2:11])=[C:4]2[CH:3]=[CH:2]1.C(N(CC)CC)C.[C:19]([N:26]1[CH:30]=[CH:29]N=C1)(N1C=CN=C1)=[O:20].N[CH2:32][C:33]1[CH:34]=[C:35]([NH:39][C:40](=[O:48])[C:41]#[C:42][CH:43]2[CH2:47][CH2:46][CH2:45][CH2:44]2)[CH:36]=CC=1. Product: [NH:1]1[C:5]2=[N:6][CH:7]=[CH:8][C:9]([CH2:10][NH:11][C:19](=[O:20])[NH:26][CH2:30][C:29]3[CH:36]=[C:35]([NH:39][C:40](=[O:48])[C:41]#[C:42][CH:43]4[CH2:47][CH2:46][CH2:45][CH2:44]4)[CH:34]=[CH:33][CH:32]=3)=[C:4]2[CH:3]=[CH:2]1. The catalyst class is: 7. (2) Reactant: [CH3:1][CH:2]([CH3:11])[C:3](=[O:10])[CH2:4][C:5]([O:7][CH2:8][CH3:9])=[O:6].[N:12]([O-])=[O:13].[Na+]. Product: [OH:13][N:12]=[C:4]([C:3](=[O:10])[CH:2]([CH3:1])[CH3:11])[C:5]([O:7][CH2:8][CH3:9])=[O:6]. The catalyst class is: 86. (3) Reactant: [C:1]([O:5][C:6]([N:8]1[CH2:13][CH2:12][CH:11]([CH:14]=O)[CH2:10][CH2:9]1)=[O:7])([CH3:4])([CH3:3])[CH3:2].[NH:16]1[CH2:20][CH2:19][CH2:18][CH2:17]1.C(O[BH-](OC(=O)C)OC(=O)C)(=O)C.[Na+].[OH-].[Na+]. Product: [C:1]([O:5][C:6]([N:8]1[CH2:13][CH2:12][CH:11]([CH2:14][N:16]2[CH2:20][CH2:19][CH2:18][CH2:17]2)[CH2:10][CH2:9]1)=[O:7])([CH3:4])([CH3:3])[CH3:2]. The catalyst class is: 2. (4) Reactant: C(OC[N:10]1[N:14]=[N:13][C:12]([C:15]2[CH:16]=[C:17]([CH:42]=[CH:43][CH:44]=2)[C:18]([NH:20][C@@H:21]([CH2:23][C:24]([N:26]2[CH2:31][CH2:30][C@@:29]([C:33]3[CH:38]=[CH:37][C:36]([Cl:39])=[CH:35][CH:34]=3)([OH:32])[C:28]([CH3:41])([CH3:40])[CH2:27]2)=[O:25])[CH3:22])=[O:19])=[N:11]1)C1C=CC=CC=1.C(O)(C(F)(F)F)=O. Product: [Cl:39][C:36]1[CH:35]=[CH:34][C:33]([C@@:29]2([OH:32])[CH2:30][CH2:31][N:26]([C:24](=[O:25])[CH2:23][C@H:21]([NH:20][C:18](=[O:19])[C:17]3[CH:42]=[CH:43][CH:44]=[C:15]([C:12]4[N:11]=[N:10][NH:14][N:13]=4)[CH:16]=3)[CH3:22])[CH2:27][C:28]2([CH3:41])[CH3:40])=[CH:38][CH:37]=1. The catalyst class is: 578.